This data is from NCI-60 drug combinations with 297,098 pairs across 59 cell lines. The task is: Regression. Given two drug SMILES strings and cell line genomic features, predict the synergy score measuring deviation from expected non-interaction effect. (1) Drug 1: C1=C(C(=O)NC(=O)N1)F. Drug 2: CC1C(C(CC(O1)OC2CC(CC3=C2C(=C4C(=C3O)C(=O)C5=C(C4=O)C(=CC=C5)OC)O)(C(=O)CO)O)N)O.Cl. Cell line: ACHN. Synergy scores: CSS=51.0, Synergy_ZIP=-10.5, Synergy_Bliss=-14.1, Synergy_Loewe=-10.2, Synergy_HSA=-8.09. (2) Drug 1: C1=CC(=C2C(=C1NCCNCCO)C(=O)C3=C(C=CC(=C3C2=O)O)O)NCCNCCO. Drug 2: C1=CC(=CC=C1CCCC(=O)O)N(CCCl)CCCl. Cell line: MOLT-4. Synergy scores: CSS=87.6, Synergy_ZIP=2.40, Synergy_Bliss=1.98, Synergy_Loewe=0.981, Synergy_HSA=4.14. (3) Drug 1: CS(=O)(=O)CCNCC1=CC=C(O1)C2=CC3=C(C=C2)N=CN=C3NC4=CC(=C(C=C4)OCC5=CC(=CC=C5)F)Cl. Drug 2: CCC1(C2=C(COC1=O)C(=O)N3CC4=CC5=C(C=CC(=C5CN(C)C)O)N=C4C3=C2)O.Cl. Cell line: EKVX. Synergy scores: CSS=9.69, Synergy_ZIP=-2.42, Synergy_Bliss=0.924, Synergy_Loewe=1.27, Synergy_HSA=1.34. (4) Drug 1: C1CN1C2=NC(=NC(=N2)N3CC3)N4CC4. Drug 2: B(C(CC(C)C)NC(=O)C(CC1=CC=CC=C1)NC(=O)C2=NC=CN=C2)(O)O. Cell line: NCI-H226. Synergy scores: CSS=12.1, Synergy_ZIP=-2.97, Synergy_Bliss=-3.73, Synergy_Loewe=-3.34, Synergy_HSA=-2.08.